From a dataset of Full USPTO retrosynthesis dataset with 1.9M reactions from patents (1976-2016). Predict the reactants needed to synthesize the given product. Given the product [ClH:1].[ClH:1].[F:2][C:3]1[CH:8]=[CH:7][C:6]([CH:9]([CH2:10][NH:11][CH:19]([CH3:21])[CH3:20])[C:22]([N:24]2[CH2:29][CH2:28][N:27]([C:30]3[C:31]4[C@H:38]([CH3:39])[S:37][CH2:36][C:32]=4[N:33]=[CH:34][N:35]=3)[CH2:26][CH2:25]2)=[O:23])=[CH:5][CH:4]=1, predict the reactants needed to synthesize it. The reactants are: [ClH:1].[F:2][C:3]1[CH:8]=[CH:7][C:6]([CH:9]([C:22]([N:24]2[CH2:29][CH2:28][N:27]([C:30]3[C:31]4[C@H:38]([CH3:39])[S:37][CH2:36][C:32]=4[N:33]=[CH:34][N:35]=3)[CH2:26][CH2:25]2)=[O:23])[CH2:10][N:11]([CH:19]([CH3:21])[CH3:20])C(=O)OC(C)(C)C)=[CH:5][CH:4]=1.